From a dataset of Reaction yield outcomes from USPTO patents with 853,638 reactions. Predict the reaction yield, written as a fraction of the theoretical maximum amount of product (1.0 means a 100% yield; for example, 0.34 means a 34% yield). (1) The reactants are Cl[CH2:2][C:3]([NH:5][C:6]1[C:19]2[C:18](=[O:20])[C:17]3[C:12](=[CH:13][CH:14]=[CH:15][C:16]=3[NH:21][C:22](=[O:25])[CH2:23]Cl)[C:11](=[O:26])[C:10]=2[CH:9]=[CH:8][CH:7]=1)=[O:4].[CH:27]([NH2:30])([CH3:29])[CH3:28]. The catalyst is CN(C)C=O. The product is [CH:27]([NH:30][CH2:2][C:3]([NH:5][C:6]1[C:19]2[C:18](=[O:20])[C:17]3[C:12](=[CH:13][CH:14]=[CH:15][C:16]=3[NH:21][C:22](=[O:25])[CH2:23][NH:5][CH:6]([CH3:19])[CH3:7])[C:11](=[O:26])[C:10]=2[CH:9]=[CH:8][CH:7]=1)=[O:4])([CH3:29])[CH3:28]. The yield is 0.650. (2) The reactants are [C:1]1([C:7]2[CH2:8][CH2:9][NH:10][CH2:11][CH:12]=2)[CH:6]=[CH:5][CH:4]=[CH:3][CH:2]=1.C1C2C(=CC=CC=2)CCN1[C:23]([Cl:25])=[O:24]. No catalyst specified. The product is [C:1]1([C:7]2[CH2:12][CH2:11][N:10]([C:23]([Cl:25])=[O:24])[CH2:9][CH:8]=2)[CH:6]=[CH:5][CH:4]=[CH:3][CH:2]=1. The yield is 0.950. (3) The product is [O:2]=[C:3]1[CH:8]=[CH:7][C:6]([C:9]([C:11]2[S:15][C:14]([NH2:16])=[N:13][C:12]=2[C:17]2[O:18][CH:19]=[CH:20][CH:21]=2)=[O:10])=[CH:5][NH:4]1. The yield is 0.930. The catalyst is C(O)(=O)C. The reactants are C[O:2][C:3]1[CH:8]=[CH:7][C:6]([C:9]([C:11]2[S:15][C:14]([NH2:16])=[N:13][C:12]=2[C:17]2[O:18][CH:19]=[CH:20][CH:21]=2)=[O:10])=[CH:5][N:4]=1.Br.C(=O)([O-])[O-].[Na+].[Na+]. (4) The reactants are [OH:1][C:2]1[C:7](=[O:8])[CH:6]=[CH:5][N:4]([CH3:9])[C:3]=1[CH:10](O)[C:11]([F:14])([F:13])[F:12].Cl.[CH3:17][NH:18][CH3:19].CCN(CC)CC. The catalyst is C(#N)C. The product is [CH3:17][N:18]([CH3:19])[CH:10]([C:3]1[N:4]([CH3:9])[CH:5]=[CH:6][C:7](=[O:8])[C:2]=1[OH:1])[C:11]([F:14])([F:13])[F:12]. The yield is 0.320. (5) The reactants are [Si]([O:8][CH2:9][CH2:10][N:11]1[C:15]2[CH:16]=[C:17]([C:20]3[CH:40]=[CH:39][C:23]([C:24]([N:26]4[CH2:31][CH2:30][N:29](C(OC(C)(C)C)=O)[CH2:28][CH2:27]4)=[O:25])=[CH:22][CH:21]=3)[CH:18]=[CH:19][C:14]=2[N:13]=[CH:12]1)(C(C)(C)C)(C)C.[ClH:41]. The catalyst is O1CCOCC1. The product is [ClH:41].[OH:8][CH2:9][CH2:10][N:11]1[C:15]2[CH:16]=[C:17]([C:20]3[CH:21]=[CH:22][C:23]([C:24]([N:26]4[CH2:31][CH2:30][NH:29][CH2:28][CH2:27]4)=[O:25])=[CH:39][CH:40]=3)[CH:18]=[CH:19][C:14]=2[N:13]=[CH:12]1. The yield is 0.960. (6) The reactants are [N:1]1[CH:6]=[CH:5][CH:4]=[C:3]([C:7](=O)[CH2:8][C:9]2[CH:13]=[CH:12][S:11][CH:10]=2)[CH:2]=1.[CH2:15]([O:17][C:18]1[C:19]([OH:29])=[C:20]([CH:24]=[C:25]([CH:27]=O)[CH:26]=1)[C:21]([OH:23])=[O:22])[CH3:16].[NH2:30][C:31]([NH2:33])=[O:32].Cl. The catalyst is CCO. The product is [CH2:15]([O:17][C:18]1[C:19]([OH:29])=[C:20]([CH:24]=[C:25]([CH:27]2[C:8]([C:9]3[CH:13]=[CH:12][S:11][CH:10]=3)=[C:7]([C:3]3[CH:2]=[N:1][CH:6]=[CH:5][CH:4]=3)[NH:33][C:31](=[O:32])[NH:30]2)[CH:26]=1)[C:21]([OH:23])=[O:22])[CH3:16]. The yield is 0.330. (7) The reactants are [NH:1]1[CH2:6][CH2:5][CH2:4][C@H:3]([NH:7][C:8](=[O:14])[O:9][C:10]([CH3:13])([CH3:12])[CH3:11])[CH2:2]1.CCN(CC)CC.[CH:22]1[CH:27]=[CH:26][C:25]([CH2:28][O:29][C:30](Cl)=[O:31])=[CH:24][CH:23]=1.O. The catalyst is C(Cl)Cl. The product is [O:9]([C:8]([NH:7][C@H:3]1[CH2:4][CH2:5][CH2:6][N:1]([C:30]([O:29][CH2:28][C:25]2[CH:26]=[CH:27][CH:22]=[CH:23][CH:24]=2)=[O:31])[CH2:2]1)=[O:14])[C:10]([CH3:11])([CH3:13])[CH3:12]. The yield is 0.890. (8) The reactants are [Br:1][C:2]1[N:10]=[CH:9][C:8]2[NH:7][C:6]3[N:11]=[CH:12][C:13](I)=[CH:14][C:5]=3[C:4]=2[CH:3]=1.[CH3:16][O:17][CH:18]1[CH2:23][CH2:22][N:21]([CH2:24][C:25]2[CH:30]=[CH:29][C:28](B3OC(C)(C)C(C)(C)O3)=[CH:27][CH:26]=2)[CH2:20][CH2:19]1. The catalyst is C(=O)([O-])[O-].[Na+].[Na+]. The product is [Br:1][C:2]1[N:10]=[CH:9][C:8]2[NH:7][C:6]3[N:11]=[CH:12][C:13]([C:28]4[CH:27]=[CH:26][C:25]([CH2:24][N:21]5[CH2:20][CH2:19][CH:18]([O:17][CH3:16])[CH2:23][CH2:22]5)=[CH:30][CH:29]=4)=[CH:14][C:5]=3[C:4]=2[CH:3]=1. The yield is 0.280. (9) The product is [Cl:16][C:14]1[N:10]([CH2:9][N:7]2[CH2:8][CH:4]([CH2:1][CH2:2][CH3:3])[CH2:5][C:6]2=[O:15])[CH:11]=[CH:12][CH:13]=1. The yield is 0.500. The reactants are [CH2:1]([CH:4]1[CH2:8][N:7]([CH2:9][N:10]2[CH:14]=[CH:13][CH:12]=[CH:11]2)[C:6](=[O:15])[CH2:5]1)[CH2:2][CH3:3].[Cl:16]N1C(=O)CCC1=O.C(Cl)(Cl)(Cl)Cl. The catalyst is C1COCC1. (10) The product is [Cl:17][C:11]1[CH:12]=[C:13]([Cl:16])[CH:14]=[CH:15][C:10]=1[N:6]1[C:5]2[C:18]([C:20]([F:23])([F:21])[F:22])=[CH:19][C:2]([C:24]#[N:25])=[CH:3][C:4]=2[NH:8][C:7]1=[O:9]. The reactants are N[C:2]1[CH:19]=[C:18]([C:20]([F:23])([F:22])[F:21])[C:5]2[N:6]([C:10]3[CH:15]=[CH:14][C:13]([Cl:16])=[CH:12][C:11]=3[Cl:17])[C:7](=[O:9])[NH:8][C:4]=2[CH:3]=1.[C:24]([Cu])#[N:25].N(OC(C)(C)C)=O. The catalyst is CS(C)=O.[Cl-].[Na+].O. The yield is 0.190.